Dataset: Blood-brain barrier penetration binary classification data from Martins et al.. Task: Regression/Classification. Given a drug SMILES string, predict its absorption, distribution, metabolism, or excretion properties. Task type varies by dataset: regression for continuous measurements (e.g., permeability, clearance, half-life) or binary classification for categorical outcomes (e.g., BBB penetration, CYP inhibition). Dataset: bbb_martins. (1) The molecule is C[C@@H]1OC(=O)C[C@H](O)C[C@H](O)CC[C@@H](O)[C@H](O)C[C@H](O)C[C@]2(O)C[C@H](O)[C@@H](C(=O)O)[C@H](C[C@@H](O[C@@H]3O[C@H](C)[C@@H](O)[C@H](N)[C@@H]3O)/C=C\C=C/C=C\C=C/C=C\C=C/C=C\[C@H](C)[C@@H](O)[C@H]1C)O2. The result is 0 (does not penetrate BBB). (2) The drug is CCC(NC(=O)c1c(C)c(-c2ccccc2)nc2ccccc12)c1ccccc1. The result is 1 (penetrates BBB). (3) The molecule is CCCCC(CC)CNC(=O)CC(C)O. The result is 1 (penetrates BBB). (4) The molecule is Cc1ccc(-c2nc3ccc(C)cn3c2CC(=O)N(C)C)cc1. The result is 1 (penetrates BBB). (5) The compound is ClC(Cl)Cl. The result is 1 (penetrates BBB). (6) The result is 0 (does not penetrate BBB). The compound is CC[C@H](NC(=O)c1c(OCC(=O)O)c(-c2ccccc2)nc2ccccc12)c1ccccc1. (7) The compound is c1cc2c(c(N3CCNCC3)c1)OCCO2. The result is 1 (penetrates BBB). (8) The compound is Cc1ccc(C(C)C)c(OCC2=NCCN2)c1. The result is 0 (does not penetrate BBB). (9) The compound is CN1CCOC(c2ccccc2)c2ccccc2C1. The result is 1 (penetrates BBB). (10) The drug is c1ccc2c(c1)Sc1ccccc1N2CC1CN2CCC1CC2. The result is 0 (does not penetrate BBB).